Dataset: NCI-60 drug combinations with 297,098 pairs across 59 cell lines. Task: Regression. Given two drug SMILES strings and cell line genomic features, predict the synergy score measuring deviation from expected non-interaction effect. (1) Drug 1: C#CCC(CC1=CN=C2C(=N1)C(=NC(=N2)N)N)C3=CC=C(C=C3)C(=O)NC(CCC(=O)O)C(=O)O. Drug 2: C(CN)CNCCSP(=O)(O)O. Cell line: ACHN. Synergy scores: CSS=-11.0, Synergy_ZIP=5.37, Synergy_Bliss=-1.14, Synergy_Loewe=-7.71, Synergy_HSA=-9.40. (2) Cell line: HCC-2998. Synergy scores: CSS=7.51, Synergy_ZIP=-7.50, Synergy_Bliss=-4.78, Synergy_Loewe=-4.79, Synergy_HSA=-3.72. Drug 1: C1=CC(=CC=C1CC(C(=O)O)N)N(CCCl)CCCl.Cl. Drug 2: C1CN(CCN1C(=O)CCBr)C(=O)CCBr. (3) Drug 1: C1C(C(OC1N2C=C(C(=O)NC2=O)F)CO)O. Drug 2: C1=NC2=C(N=C(N=C2N1C3C(C(C(O3)CO)O)F)Cl)N. Cell line: PC-3. Synergy scores: CSS=6.12, Synergy_ZIP=-5.09, Synergy_Bliss=-1.19, Synergy_Loewe=-3.63, Synergy_HSA=-1.93. (4) Drug 1: C1=CN(C(=O)N=C1N)C2C(C(C(O2)CO)O)O.Cl. Drug 2: COCCOC1=C(C=C2C(=C1)C(=NC=N2)NC3=CC=CC(=C3)C#C)OCCOC.Cl. Cell line: UACC62. Synergy scores: CSS=15.2, Synergy_ZIP=-5.38, Synergy_Bliss=3.94, Synergy_Loewe=-5.80, Synergy_HSA=4.33. (5) Drug 1: C1CCC(C1)C(CC#N)N2C=C(C=N2)C3=C4C=CNC4=NC=N3. Drug 2: C1C(C(OC1N2C=NC3=C2NC=NCC3O)CO)O. Cell line: SR. Synergy scores: CSS=53.4, Synergy_ZIP=2.37, Synergy_Bliss=0.569, Synergy_Loewe=-1.16, Synergy_HSA=-1.03. (6) Drug 1: C1=C(C(=O)NC(=O)N1)F. Drug 2: CCC1=C2N=C(C=C(N2N=C1)NCC3=C[N+](=CC=C3)[O-])N4CCCCC4CCO. Cell line: SW-620. Synergy scores: CSS=64.8, Synergy_ZIP=2.92, Synergy_Bliss=3.10, Synergy_Loewe=-2.44, Synergy_HSA=3.28. (7) Drug 2: C1CN1P(=S)(N2CC2)N3CC3. Drug 1: C1CCC(CC1)NC(=O)N(CCCl)N=O. Synergy scores: CSS=38.1, Synergy_ZIP=-13.2, Synergy_Bliss=-2.27, Synergy_Loewe=-21.5, Synergy_HSA=-0.126. Cell line: A549. (8) Drug 1: CCC1=CC2CC(C3=C(CN(C2)C1)C4=CC=CC=C4N3)(C5=C(C=C6C(=C5)C78CCN9C7C(C=CC9)(C(C(C8N6C)(C(=O)OC)O)OC(=O)C)CC)OC)C(=O)OC.C(C(C(=O)O)O)(C(=O)O)O. Drug 2: C1=CC=C(C(=C1)C(C2=CC=C(C=C2)Cl)C(Cl)Cl)Cl. Cell line: A549. Synergy scores: CSS=28.3, Synergy_ZIP=1.36, Synergy_Bliss=3.94, Synergy_Loewe=-26.2, Synergy_HSA=4.49. (9) Drug 1: CC1=C2C(C(=O)C3(C(CC4C(C3C(C(C2(C)C)(CC1OC(=O)C(C(C5=CC=CC=C5)NC(=O)OC(C)(C)C)O)O)OC(=O)C6=CC=CC=C6)(CO4)OC(=O)C)OC)C)OC. Drug 2: C1=CN(C(=O)N=C1N)C2C(C(C(O2)CO)O)O.Cl. Cell line: CAKI-1. Synergy scores: CSS=57.9, Synergy_ZIP=-1.67, Synergy_Bliss=-1.78, Synergy_Loewe=5.25, Synergy_HSA=7.28. (10) Drug 1: CC1=C(C(=O)C2=C(C1=O)N3CC4C(C3(C2COC(=O)N)OC)N4)N. Drug 2: C(CCl)NC(=O)N(CCCl)N=O. Cell line: HS 578T. Synergy scores: CSS=21.8, Synergy_ZIP=-6.68, Synergy_Bliss=-5.81, Synergy_Loewe=-2.43, Synergy_HSA=-1.62.